The task is: Predict the product of the given reaction.. This data is from Forward reaction prediction with 1.9M reactions from USPTO patents (1976-2016). (1) Given the reactants [F:1][C:2]1[CH:7]=[CH:6][C:5]([C:8](=O)[CH2:9][C:10]2[CH:15]=[CH:14][C:13]([C:16]([F:19])([F:18])[F:17])=[CH:12][N:11]=2)=[CH:4][CH:3]=1.C[C:22]([C:24]1[CH:29]=CC(F)=C[CH:25]=1)=[O:23].ClC1C=CC(C(F)(F)F)=C[N:33]=1.[H-].[Na+], predict the reaction product. The product is: [F:1][C:2]1[CH:7]=[CH:6][C:5]([C:8]2[C:9]([C:22](=[O:23])[CH:24]([CH3:29])[CH3:25])=[C:10]3[CH:15]=[CH:14][C:13]([C:16]([F:19])([F:18])[F:17])=[CH:12][N:11]3[N:33]=2)=[CH:4][CH:3]=1. (2) Given the reactants Br[C:2]1[CH:7]=[CH:6][C:5]([Cl:8])=[CH:4][N:3]=1.[CH:9]1([NH2:12])[CH2:11][CH2:10]1.CCN(C(C)C)C(C)C, predict the reaction product. The product is: [Cl:8][C:5]1[CH:6]=[CH:7][C:2]([NH:12][CH:9]2[CH2:11][CH2:10]2)=[N:3][CH:4]=1. (3) Given the reactants Br[C:2]1[CH:7]=[CH:6][CH:5]=[CH:4][CH:3]=1.[CH3:8][O:9][C:10]1[CH:15]=[CH:14][C:13](B(O)O)=[CH:12][CH:11]=1.[F-].[K+], predict the reaction product. The product is: [CH3:8][O:9][C:10]1[CH:15]=[CH:14][C:13]([C:2]2[CH:7]=[CH:6][CH:5]=[CH:4][CH:3]=2)=[CH:12][CH:11]=1. (4) Given the reactants [OH:1][CH:2]1[CH2:5][N:4]([C:6]2[S:7][CH:8]=[C:9]([C:11](=[O:20])[NH:12][C@H:13]([CH2:18][OH:19])[C@@H:14]([CH3:17])[CH2:15][CH3:16])[N:10]=2)[CH2:3]1.[Si:21](Cl)([C:24]([CH3:27])([CH3:26])[CH3:25])([CH3:23])[CH3:22].N1C=CN=C1, predict the reaction product. The product is: [OH:1][CH:2]1[CH2:5][N:4]([C:6]2[S:7][CH:8]=[C:9]([C:11](=[O:20])[NH:12][C@H:13]([CH2:18][O:19][Si:21]([C:24]([CH3:27])([CH3:26])[CH3:25])([CH3:23])[CH3:22])[C@@H:14]([CH3:17])[CH2:15][CH3:16])[N:10]=2)[CH2:3]1. (5) The product is: [NH2:1][C:2]1[N:11]=[CH:10][C:9]2[C:4](=[CH:5][CH:6]=[C:7]([B:13]3[O:17][C:16]([CH3:19])([CH3:18])[C:15]([CH3:21])([CH3:20])[O:14]3)[CH:8]=2)[N:3]=1. Given the reactants [NH2:1][C:2]1[N:11]=[CH:10][C:9]2[C:4](=[CH:5][CH:6]=[C:7](Br)[CH:8]=2)[N:3]=1.[B:13]1([B:13]2[O:17][C:16]([CH3:19])([CH3:18])[C:15]([CH3:21])([CH3:20])[O:14]2)[O:17][C:16]([CH3:19])([CH3:18])[C:15]([CH3:21])([CH3:20])[O:14]1.CC([O-])=O.[K+].C(Cl)Cl.C([O-])([O-])=O.[K+].[K+], predict the reaction product. (6) Given the reactants O.[NH:2]1[C:10]2[C:5](=[CH:6][CH:7]=[CH:8][CH:9]=2)[CH:4]=[CH:3]1.[C:11]1(=[O:17])[O:16][CH2:15][CH2:14][CH2:13][CH2:12]1.[OH-].[K+], predict the reaction product. The product is: [NH:2]1[C:10]2[C:5](=[CH:6][CH:7]=[CH:8][CH:9]=2)[C:4]([CH2:15][CH2:14][CH2:13][CH2:12][C:11]([OH:17])=[O:16])=[CH:3]1.